Binary Classification. Given a T-cell receptor sequence (or CDR3 region) and an epitope sequence, predict whether binding occurs between them. From a dataset of TCR-epitope binding with 47,182 pairs between 192 epitopes and 23,139 TCRs. (1) The epitope is ELAGIGILTV. The TCR CDR3 sequence is CAISTGDSNQPQHF. Result: 1 (the TCR binds to the epitope). (2) The epitope is ALSKGVHFV. The TCR CDR3 sequence is CAISEPPESNTEAFF. Result: 1 (the TCR binds to the epitope).